Dataset: NCI-60 drug combinations with 297,098 pairs across 59 cell lines. Task: Regression. Given two drug SMILES strings and cell line genomic features, predict the synergy score measuring deviation from expected non-interaction effect. (1) Drug 1: CC1=CC2C(CCC3(C2CCC3(C(=O)C)OC(=O)C)C)C4(C1=CC(=O)CC4)C. Drug 2: C1C(C(OC1N2C=C(C(=O)NC2=O)F)CO)O. Cell line: M14. Synergy scores: CSS=5.74, Synergy_ZIP=-8.76, Synergy_Bliss=-6.73, Synergy_Loewe=-36.8, Synergy_HSA=-9.14. (2) Drug 1: COC1=NC(=NC2=C1N=CN2C3C(C(C(O3)CO)O)O)N. Drug 2: C1=NC2=C(N=C(N=C2N1C3C(C(C(O3)CO)O)F)Cl)N. Cell line: COLO 205. Synergy scores: CSS=23.9, Synergy_ZIP=-3.36, Synergy_Bliss=4.18, Synergy_Loewe=-26.6, Synergy_HSA=2.49. (3) Drug 1: COC1=C(C=C2C(=C1)N=CN=C2NC3=CC(=C(C=C3)F)Cl)OCCCN4CCOCC4. Drug 2: CCN(CC)CCNC(=O)C1=C(NC(=C1C)C=C2C3=C(C=CC(=C3)F)NC2=O)C. Cell line: UACC-257. Synergy scores: CSS=14.9, Synergy_ZIP=0.694, Synergy_Bliss=6.41, Synergy_Loewe=6.17, Synergy_HSA=5.52. (4) Drug 1: CC1=C2C(C(=O)C3(C(CC4C(C3C(C(C2(C)C)(CC1OC(=O)C(C(C5=CC=CC=C5)NC(=O)C6=CC=CC=C6)O)O)OC(=O)C7=CC=CC=C7)(CO4)OC(=O)C)O)C)OC(=O)C. Drug 2: C1CCC(C(C1)N)N.C(=O)(C(=O)[O-])[O-].[Pt+4]. Cell line: NCIH23. Synergy scores: CSS=15.4, Synergy_ZIP=-1.43, Synergy_Bliss=2.60, Synergy_Loewe=-24.7, Synergy_HSA=-0.264. (5) Drug 1: C1=CC(=C2C(=C1NCCNCCO)C(=O)C3=C(C=CC(=C3C2=O)O)O)NCCNCCO. Drug 2: C1CC(C1)(C(=O)O)C(=O)O.[NH2-].[NH2-].[Pt+2]. Cell line: ACHN. Synergy scores: CSS=58.6, Synergy_ZIP=-6.26, Synergy_Bliss=-9.11, Synergy_Loewe=-7.10, Synergy_HSA=-4.18. (6) Drug 1: C1CCN(CC1)CCOC2=CC=C(C=C2)C(=O)C3=C(SC4=C3C=CC(=C4)O)C5=CC=C(C=C5)O. Drug 2: CC1=CC2C(CCC3(C2CCC3(C(=O)C)OC(=O)C)C)C4(C1=CC(=O)CC4)C. Cell line: SF-539. Synergy scores: CSS=-1.46, Synergy_ZIP=-0.0877, Synergy_Bliss=-2.90, Synergy_Loewe=-4.90, Synergy_HSA=-4.90. (7) Drug 1: C1CC(=O)NC(=O)C1N2CC3=C(C2=O)C=CC=C3N. Drug 2: C1CNP(=O)(OC1)N(CCCl)CCCl. Cell line: LOX IMVI. Synergy scores: CSS=5.42, Synergy_ZIP=-1.90, Synergy_Bliss=0.692, Synergy_Loewe=-1.36, Synergy_HSA=-0.537. (8) Drug 1: C1CN(P(=O)(OC1)NCCCl)CCCl. Drug 2: C(CCl)NC(=O)N(CCCl)N=O. Cell line: UACC62. Synergy scores: CSS=5.14, Synergy_ZIP=-1.49, Synergy_Bliss=-1.15, Synergy_Loewe=-8.67, Synergy_HSA=-2.36.